The task is: Predict which catalyst facilitates the given reaction.. This data is from Catalyst prediction with 721,799 reactions and 888 catalyst types from USPTO. (1) Product: [C:22]1([C:13]2[C:12]3[C:17](=[CH:18][C:9]([S:8][CH2:7][CH2:6][CH2:5][C:4]([OH:28])=[O:3])=[CH:10][CH:11]=3)[N:16]3[CH:19]=[N:20][N:21]=[C:15]3[CH:14]=2)[CH:23]=[CH:24][CH:25]=[CH:26][CH:27]=1. The catalyst class is: 6. Reactant: C([O:3][C:4](=[O:28])[CH2:5][CH2:6][CH2:7][S:8][C:9]1[CH:18]=[C:17]2[C:12]([C:13]([C:22]3[CH:27]=[CH:26][CH:25]=[CH:24][CH:23]=3)=[CH:14][C:15]3[N:16]2[CH:19]=[N:20][N:21]=3)=[CH:11][CH:10]=1)C.[Li+].[OH-].CO.Cl. (2) Reactant: COC1C=CC(C[NH:8][C:9]2[CH:14]=[C:13]([C:15]([F:18])([F:17])[F:16])[CH:12]=[C:11]([C:19]3[CH:24]=[CH:23][C:22]([C:25]([F:28])([F:27])[F:26])=[CH:21][CH:20]=3)[N:10]=2)=CC=1. Product: [F:18][C:15]([F:16])([F:17])[C:13]1[CH:12]=[C:11]([C:19]2[CH:24]=[CH:23][C:22]([C:25]([F:26])([F:28])[F:27])=[CH:21][CH:20]=2)[N:10]=[C:9]([NH2:8])[CH:14]=1. The catalyst class is: 82. (3) Reactant: [C:1]([O:5][C:6](=[O:27])[CH2:7][O:8]/[N:9]=[C:10](/[C:14]1[N:15]=[C:16]([NH:19][C:20]([O:22][C:23]([CH3:26])([CH3:25])[CH3:24])=[O:21])[S:17][CH:18]=1)\[C:11]([OH:13])=O)([CH3:4])([CH3:3])[CH3:2].CCN(C(C)C)C(C)C.CN(C(ON1N=NC2C=CC=NC1=2)=[N+](C)C)C.F[P-](F)(F)(F)(F)F.[N:61]1([CH2:66][C@H:67]2[NH:70][C:69](=[O:71])[C@H:68]2[NH2:72])[CH:65]=[N:64][CH:63]=[N:62]1. Product: [N:61]1([CH2:66][C@@H:67]2[C@H:68]([NH:72][C:11](=[O:13])/[C:10](=[N:9]\[O:8][CH2:7][C:6]([O:5][C:1]([CH3:3])([CH3:4])[CH3:2])=[O:27])/[C:14]3[N:15]=[C:16]([NH:19][C:20]([O:22][C:23]([CH3:26])([CH3:24])[CH3:25])=[O:21])[S:17][CH:18]=3)[C:69](=[O:71])[NH:70]2)[CH:65]=[N:64][CH:63]=[N:62]1. The catalyst class is: 91. (4) Reactant: [F:1][C:2]1[CH:3]=[CH:4][C:5]([CH2:8][CH2:9][N:10]2[CH2:15][CH2:14][N:13]([C:16]3[CH:21]=[CH:20][C:19]4[C:22]5[CH2:23][N:24](C(OC(C)(C)C)=O)[CH2:25][CH2:26][CH2:27][C:28]=5[O:29][C:18]=4[CH:17]=3)[C:12](=[O:37])[CH2:11]2)=[N:6][CH:7]=1.Cl.C([O-])(O)=O.[Na+]. Product: [F:1][C:2]1[CH:3]=[CH:4][C:5]([CH2:8][CH2:9][N:10]2[CH2:15][CH2:14][N:13]([C:16]3[CH:21]=[CH:20][C:19]4[C:22]5[CH2:23][NH:24][CH2:25][CH2:26][CH2:27][C:28]=5[O:29][C:18]=4[CH:17]=3)[C:12](=[O:37])[CH2:11]2)=[N:6][CH:7]=1. The catalyst class is: 275.